From a dataset of Full USPTO retrosynthesis dataset with 1.9M reactions from patents (1976-2016). Predict the reactants needed to synthesize the given product. (1) Given the product [F:16][C:10]1[CH:11]=[C:12]([F:15])[CH:13]=[CH:14][C:9]=1[O:8][C:7]1[C:2]([C:30]2[C:29]3[C:24](=[CH:25][CH:26]=[CH:27][CH:28]=3)[C:23](=[O:41])[N:22]([CH3:21])[CH:31]=2)=[N:3][C:4]([S:17]([CH3:20])(=[O:19])=[O:18])=[N:5][CH:6]=1, predict the reactants needed to synthesize it. The reactants are: Cl[C:2]1[C:7]([O:8][C:9]2[CH:14]=[CH:13][C:12]([F:15])=[CH:11][C:10]=2[F:16])=[CH:6][N:5]=[C:4]([S:17]([CH3:20])(=[O:19])=[O:18])[N:3]=1.[CH3:21][N:22]1[CH:31]=[C:30](B2OC(C)(C)C(C)(C)O2)[C:29]2[C:24](=[CH:25][CH:26]=[CH:27][CH:28]=2)[C:23]1=[O:41]. (2) Given the product [C:13]([O:17][C:18]([N:20]1[CH2:25][C@H:24]([CH2:26][N:9]2[CH2:10][CH2:11][O:7][C:8]2=[O:12])[N:23]([CH2:28][C:29]2[CH:30]=[CH:31][CH:32]=[CH:33][CH:34]=2)[CH2:22][C@H:21]1[CH3:35])=[O:19])([CH3:14])([CH3:15])[CH3:16], predict the reactants needed to synthesize it. The reactants are: C([O-])([O-])=O.[K+].[K+].[O:7]1[CH2:11][CH2:10][NH:9][C:8]1=[O:12].[C:13]([O:17][C:18]([N:20]1[CH2:25][C@H:24]([CH2:26]Cl)[N:23]([CH2:28][C:29]2[CH:34]=[CH:33][CH:32]=[CH:31][CH:30]=2)[CH2:22][C@H:21]1[CH3:35])=[O:19])([CH3:16])([CH3:15])[CH3:14]. (3) Given the product [Cl:11][C:12]1[C:17]([CH3:18])=[C:16]([C:5]2[CH:6]=[CH:7][C:2]([Cl:1])=[CH:3][CH:4]=2)[N:15]=[CH:14][N:13]=1, predict the reactants needed to synthesize it. The reactants are: [Cl:1][C:2]1[CH:7]=[CH:6][C:5](B(O)O)=[CH:4][CH:3]=1.[Cl:11][C:12]1[C:17]([CH3:18])=[C:16](Cl)[N:15]=[CH:14][N:13]=1.ClC1C(C)=C(C2C=CC(C(F)(F)F)=CC=2)N=CN=1. (4) Given the product [CH3:1][O:2][C:3]1[CH:4]=[C:5]2[C:10](=[CH:11][C:12]=1[O:13][CH3:14])[N:9]=[C:8]([CH3:15])[N:7]=[C:6]2[O:16][C:17]1[CH:18]=[CH:19][C:20]([NH2:23])=[CH:21][CH:22]=1, predict the reactants needed to synthesize it. The reactants are: [CH3:1][O:2][C:3]1[CH:4]=[C:5]2[C:10](=[CH:11][C:12]=1[O:13][CH3:14])[N:9]=[C:8]([CH3:15])[N:7]=[C:6]2[O:16][C:17]1[CH:22]=[CH:21][C:20]([N+:23]([O-])=O)=[CH:19][CH:18]=1.C([O-])=O.[NH4+]. (5) Given the product [CH3:1][N:2]1[CH2:11][C@@H:10]2[C@H:4]([CH2:5][NH:6][C:7](=[O:24])[C:8]3[CH:15]=[C:14]([CH2:16][CH2:17][C:18]4[CH:19]=[CH:20][CH:21]=[CH:22][CH:23]=4)[CH:13]=[CH:12][C:9]=32)[CH2:3]1, predict the reactants needed to synthesize it. The reactants are: [CH3:1][N:2]1[CH2:11][C@@H:10]2[C@H:4]([CH2:5][NH:6][C:7](=[O:24])[C:8]3[CH:15]=[C:14]([CH:16]=[CH:17][C:18]4[CH:23]=[CH:22][CH:21]=[CH:20][CH:19]=4)[CH:13]=[CH:12][C:9]=32)[CH2:3]1. (6) Given the product [CH3:33][C@@H:30]1[O:29][C:28]([C:26]2[NH:27][C:23]([C:8]3[CH:7]=[C:6]([CH:11]=[C:10]([O:12][C:13]4[CH:14]=[CH:15][C:16]([S:19]([CH3:22])(=[O:21])=[O:20])=[CH:17][CH:18]=4)[CH:9]=3)[O:5][C@@H:4]([CH3:34])[CH2:3][OH:2])=[CH:24][CH:25]=2)=[N:32][CH2:31]1, predict the reactants needed to synthesize it. The reactants are: C[O:2][CH2:3][C@H:4]([CH3:34])[O:5][C:6]1[CH:7]=[C:8]([C:23]2[NH:27][C:26]([C:28]3[O:29][C@@H:30]([CH3:33])[CH2:31][N:32]=3)=[CH:25][CH:24]=2)[CH:9]=[C:10]([O:12][C:13]2[CH:18]=[CH:17][C:16]([S:19]([CH3:22])(=[O:21])=[O:20])=[CH:15][CH:14]=2)[CH:11]=1.ClCCl.B(Br)(Br)Br.C(=O)([O-])O.[Na+]. (7) Given the product [C:2]([CH:3]1[CH2:4][C:5]2[C:6](=[CH:7][CH:8]=[CH:9][CH:10]=2)[N:11]1[C:12]([O:13][C:14]([CH3:17])([CH3:15])[CH3:16])=[O:18])(=[O:1])[C:19]1[CH:24]=[CH:23][CH:22]=[CH:21][CH:20]=1, predict the reactants needed to synthesize it. The reactants are: [O:1]=[C:2]([C:19]1[CH:24]=[CH:23][CH:22]=[CH:21][CH:20]=1)[CH2:3][CH2:4][C:5]1[CH:10]=[CH:9][CH:8]=[CH:7][C:6]=1[NH:11][C:12](=[O:18])[O:13][C:14]([CH3:17])([CH3:16])[CH3:15].CCCCCCCCCC.C(OO)(C)(C)C.NC1C=CC=CC=1. (8) Given the product [C:31]1([C:56]2[CH:57]=[CH:58][CH:59]=[CH:60][CH:61]=2)[CH:36]=[CH:35][C:34]([C:37]2[O:38][C:39]([CH3:55])=[C:40]([CH2:42][CH2:43][O:19][C:16]3[CH:15]=[CH:14][C:13]([CH2:12][C:11]([O:21][C:22]4[CH:27]=[CH:26][CH:25]=[CH:24][C:23]=4[O:28][CH3:29])([CH3:20])[C:10]([OH:9])=[O:30])=[CH:18][CH:17]=3)[N:41]=2)=[CH:33][CH:32]=1, predict the reactants needed to synthesize it. The reactants are: C(=O)([O-])[O-].[K+].[K+].C([O:9][C:10](=[O:30])[C:11]([O:21][C:22]1[CH:27]=[CH:26][CH:25]=[CH:24][C:23]=1[O:28][CH3:29])([CH3:20])[CH2:12][C:13]1[CH:18]=[CH:17][C:16]([OH:19])=[CH:15][CH:14]=1)C.[C:31]1([C:56]2[CH:61]=[CH:60][CH:59]=[CH:58][CH:57]=2)[CH:36]=[CH:35][C:34]([C:37]2[O:38][C:39]([CH3:55])=[C:40]([CH2:42][CH2:43]OS(C3C=CC(C)=CC=3)(=O)=O)[N:41]=2)=[CH:33][CH:32]=1.[OH-].[Na+].